Dataset: Retrosynthesis with 50K atom-mapped reactions and 10 reaction types from USPTO. Task: Predict the reactants needed to synthesize the given product. (1) Given the product CC(C)(C)[Si](C)(C)Oc1ccc(CC(=O)Nc2ncc(-c3ccc(O[Si](C)(C)C(C)(C)C)cc3)nc2Br)cc1, predict the reactants needed to synthesize it. The reactants are: CC(C)(C)[Si](C)(C)Oc1ccc(-c2cnc(N)c(Br)n2)cc1.CC(C)(C)[Si](C)(C)Oc1ccc(CC(=O)Cl)cc1. (2) Given the product COc1cc(OC)c(F)c(COc2cnc(Nc3cc(CO)n(C)n3)nc2)c1F, predict the reactants needed to synthesize it. The reactants are: COc1cc(OC)c(F)c(COc2cnc(Nc3cc(COC4CCCCO4)n(C)n3)nc2)c1F. (3) Given the product COC(=O)[C@H](CC(N)=O)NC(=O)CNC(=O)c1ccc(S(=O)(=O)Nc2ccccc2Oc2ccc(Cl)cc2Cl)cc1, predict the reactants needed to synthesize it. The reactants are: COC(=O)[C@@H](N)CC(N)=O.O=C(O)CNC(=O)c1ccc(S(=O)(=O)Nc2ccccc2Oc2ccc(Cl)cc2Cl)cc1. (4) Given the product COC(=O)CCc1cc(C)c(C=O)c(C)c1, predict the reactants needed to synthesize it. The reactants are: COC(=O)C=Cc1cc(C)c(C=O)c(C)c1. (5) Given the product COc1ccc(/C=C/C(=O)Nc2cc(Oc3ccccc3)ccc2C(=O)OC(C)(C)C)cc1OC, predict the reactants needed to synthesize it. The reactants are: CC(C)(C)OC(=O)c1ccc(Oc2ccccc2)cc1N.COc1ccc(C=CC(=O)O)cc1OC. (6) Given the product N#Cc1c[nH]c2ccc(CCNC(=O)c3ccc(-c4ccnc(NCCCO)n4)cc3)cc12, predict the reactants needed to synthesize it. The reactants are: N#Cc1c[nH]c2ccc(CCNC(=O)c3ccc(-c4ccnc(Cl)n4)cc3)cc12.NCCCO.